This data is from Reaction yield outcomes from USPTO patents with 853,638 reactions. The task is: Predict the reaction yield, written as a fraction of the theoretical maximum amount of product (1.0 means a 100% yield; for example, 0.34 means a 34% yield). (1) No catalyst specified. The reactants are [C:1]([O:4][CH2:5][C:6](=[O:16])[CH2:7][C:8]1[CH:13]=[CH:12]C(Cl)=C(Cl)[CH:9]=1)(=[O:3])[CH3:2].ClCC(=O)CC1C=C[S:23]C=1.C(O)(=O)C.C(N(CC)CC)C. The yield is 0.520. The product is [C:1]([O:4][CH2:5][C:6](=[O:16])[CH2:7][C:8]1[CH:13]=[CH:12][S:23][CH:9]=1)(=[O:3])[CH3:2]. (2) No catalyst specified. The reactants are C(OC1C(Br)=CC(C(C2C=CC(CC)=CC=2)O)=C(C)C=1)C1C=CC=CC=1.[CH2:27]([O:34][C:35]1[C:40]([Br:41])=[CH:39][C:38]([CH:42]([C:44]2[CH:49]=[CH:48][C:47]([S:50][CH3:51])=[CH:46][CH:45]=2)O)=[C:37]([CH3:52])[CH:36]=1)[C:28]1[CH:33]=[CH:32][CH:31]=[CH:30][CH:29]=1. The yield is 0.940. The product is [CH2:27]([O:34][C:35]1[CH:36]=[C:37]([CH3:52])[C:38]([CH2:42][C:44]2[CH:45]=[CH:46][C:47]([S:50][CH3:51])=[CH:48][CH:49]=2)=[CH:39][C:40]=1[Br:41])[C:28]1[CH:29]=[CH:30][CH:31]=[CH:32][CH:33]=1. (3) The reactants are P(Br)(Br)[Br:2].C(Cl)Cl.[Cl:8][C:9]1[C:14]([F:15])=[CH:13][CH:12]=[C:11]([F:16])[C:10]=1[CH:17](O)[CH3:18]. The catalyst is O. The product is [Br:2][CH:17]([C:10]1[C:9]([Cl:8])=[C:14]([F:15])[CH:13]=[CH:12][C:11]=1[F:16])[CH3:18]. The yield is 0.780. (4) The reactants are [F:1][C:2]1([F:14])[CH2:5][N:4]([S:6]([N:9]2[CH:13]=[CH:12][N:11]=[CH:10]2)(=[O:8])=[O:7])[CH2:3]1.[F:15][C:16]([F:23])([F:22])[S:17]([O:20]C)(=[O:19])=[O:18]. The catalyst is C(Cl)Cl. The product is [F:15][C:16]([F:23])([F:22])[S:17]([O-:20])(=[O:19])=[O:18].[F:14][C:2]1([F:1])[CH2:5][N:4]([S:6]([N:9]2[CH:13]=[CH:12][N+:11]([CH3:16])=[CH:10]2)(=[O:8])=[O:7])[CH2:3]1. The yield is 0.900.